This data is from Catalyst prediction with 721,799 reactions and 888 catalyst types from USPTO. The task is: Predict which catalyst facilitates the given reaction. (1) Product: [Cl:10][C:11]1[C:12]([CH2:17][NH:9][CH2:8][C:3]2[C:2]([CH3:1])=[CH:7][CH:6]=[CH:5][N:4]=2)=[N:13][CH:14]=[CH:15][CH:16]=1. The catalyst class is: 2. Reactant: [CH3:1][C:2]1[C:3]([CH2:8][NH2:9])=[N:4][CH:5]=[CH:6][CH:7]=1.[Cl:10][C:11]1[C:12]([CH:17]=O)=[N:13][CH:14]=[CH:15][CH:16]=1.[BH-](OC(C)=O)(OC(C)=O)OC(C)=O.[Na+]. (2) Reactant: [C:1]1([CH:7]2[CH2:12][CH2:11][CH2:10][NH:9][CH:8]2[C:13]([OH:15])=[O:14])[CH:6]=[CH:5][CH:4]=[CH:3][CH:2]=1.C(=O)(O)[O-].[Na+].[C:21](O[C:21]([O:23][C:24]([CH3:27])([CH3:26])[CH3:25])=[O:22])([O:23][C:24]([CH3:27])([CH3:26])[CH3:25])=[O:22]. Product: [C:24]([O:23][C:21]([N:9]1[CH2:10][CH2:11][CH2:12][CH:7]([C:1]2[CH:2]=[CH:3][CH:4]=[CH:5][CH:6]=2)[CH:8]1[C:13]([OH:15])=[O:14])=[O:22])([CH3:27])([CH3:26])[CH3:25]. The catalyst class is: 95. (3) Reactant: [F:1][C:2]1[CH:3]=[C:4]([CH:15]=[CH:16][C:17]=1[F:18])[NH:5][C:6]1[CH:11]=[CH:10][CH:9]=[CH:8][C:7]=1[N+:12]([O-])=O. Product: [F:1][C:2]1[CH:3]=[C:4]([NH:5][C:6]2[C:7]([NH2:12])=[CH:8][CH:9]=[CH:10][CH:11]=2)[CH:15]=[CH:16][C:17]=1[F:18]. The catalyst class is: 407. (4) Reactant: [CH:1]1([C:4]2[C:5]([O:14][CH2:15][CH:16]3[CH2:18][CH2:17]3)=[CH:6][C:7]([C:10](=[N:12][OH:13])[NH2:11])=[N:8][CH:9]=2)[CH2:3][CH2:2]1.C(N(CC)CC)C.[F:26][C:27]([F:38])([F:37])[C:28](O[C:28](=O)[C:27]([F:38])([F:37])[F:26])=O. Product: [CH:1]1([C:4]2[C:5]([O:14][CH2:15][CH:16]3[CH2:18][CH2:17]3)=[CH:6][C:7]([C:10]3[N:11]=[C:28]([C:27]([F:38])([F:37])[F:26])[O:13][N:12]=3)=[N:8][CH:9]=2)[CH2:3][CH2:2]1. The catalyst class is: 2. (5) Reactant: C([N:3](CC)CC)C.Br[CH2:9][CH2:10][NH:11][C:12](=[O:18])[O:13][C:14]([CH3:17])([CH3:16])[CH3:15].[OH:19][C@@H:20]([CH2:31][N:32]1[CH2:39][CH:38]2[O:40][CH:34]([CH2:35][NH:36][CH2:37]2)[CH2:33]1)[CH2:21][O:22][C:23]1[CH:30]=[CH:29][C:26]([C:27]#[N:28])=[CH:25][CH:24]=1. Product: [OH-:13].[NH4+:3].[C:27]([C:26]1[CH:25]=[CH:24][C:23]([O:22][CH2:21][C@@H:20]([OH:19])[CH2:31][N:32]2[CH2:33][CH:34]3[O:40][CH:38]([CH2:37][N:36]([CH2:9][CH2:10][NH:11][C:12](=[O:18])[O:13][C:14]([CH3:17])([CH3:16])[CH3:15])[CH2:35]3)[CH2:39]2)=[CH:30][CH:29]=1)#[N:28]. The catalyst class is: 3. (6) Reactant: Br[C:2]1[S:6][C:5]([C:7]2[N:11]3[N:12]=[C:13]([CH3:21])[CH:14]=[C:15]([CH:16]([CH2:19][CH3:20])[CH2:17][CH3:18])[C:10]3=[N:9][C:8]=2[CH3:22])=[C:4]([CH3:23])[CH:3]=1.C1COCC1.C([Li])CCC.[O:34]1[CH2:39][CH2:38][C:37](=[O:40])[CH2:36][CH2:35]1. Product: [CH2:17]([CH:16]([C:15]1[C:10]2[N:11]([C:7]([C:5]3[S:6][C:2]([C:37]4([OH:40])[CH2:38][CH2:39][O:34][CH2:35][CH2:36]4)=[CH:3][C:4]=3[CH3:23])=[C:8]([CH3:22])[N:9]=2)[N:12]=[C:13]([CH3:21])[CH:14]=1)[CH2:19][CH3:20])[CH3:18]. The catalyst class is: 25. (7) Reactant: Br[C:2]1[CH:3]=[C:4]2[C:9](=[CH:10][CH:11]=1)[C:8](=[O:12])[NH:7][N:6]=[C:5]2[Cl:13].[CH3:14][C:15]1[CH:22]=[CH:21][CH:20]=[CH:19][C:16]=1[CH2:17][NH2:18].C1C=CC(P(C2C(C3C(P(C4C=CC=CC=4)C4C=CC=CC=4)=CC=C4C=3C=CC=C4)=C3C(C=CC=C3)=CC=2)C2C=CC=CC=2)=CC=1.CC([O-])(C)C.[Na+]. Product: [Cl:13][C:5]1[C:4]2[C:9](=[CH:10][CH:11]=[C:2]([NH:18][CH2:17][C:16]3[CH:19]=[CH:20][CH:21]=[CH:22][C:15]=3[CH3:14])[CH:3]=2)[C:8](=[O:12])[NH:7][N:6]=1. The catalyst class is: 686. (8) Reactant: [N:1]1([C:7]([O:9][C:10]([CH3:13])([CH3:12])[CH3:11])=[O:8])[CH2:6][CH2:5][NH:4][CH2:3][CH2:2]1.Br[CH2:15][CH2:16][O:17][C:18]1[CH:27]=[CH:26][CH:25]=[C:24]2[C:19]=1[CH:20]=[CH:21][C:22]([CH3:28])=[N:23]2.C(=O)([O-])[O-].[K+].[K+].O. Product: [CH3:28][C:22]1[CH:21]=[CH:20][C:19]2[C:24](=[CH:25][CH:26]=[CH:27][C:18]=2[O:17][CH2:16][CH2:15][N:4]2[CH2:5][CH2:6][N:1]([C:7]([O:9][C:10]([CH3:13])([CH3:12])[CH3:11])=[O:8])[CH2:2][CH2:3]2)[N:23]=1. The catalyst class is: 9.